Dataset: Full USPTO retrosynthesis dataset with 1.9M reactions from patents (1976-2016). Task: Predict the reactants needed to synthesize the given product. (1) The reactants are: Br[C:2]1[CH:3]=[C:4]([C:8]2([C:18]3[CH:23]=[CH:22][N:21]=[C:20]([CH:24]([CH3:26])[CH3:25])[CH:19]=3)[C:16]3[C:11](=[CH:12][CH:13]=[CH:14][CH:15]=3)[C:10]([NH2:17])=[N:9]2)[CH:5]=[CH:6][CH:7]=1.[F:27][C:28]1[C:33](B(O)O)=[CH:32][CH:31]=[CH:30][N:29]=1. Given the product [F:27][C:28]1[C:33]([C:2]2[CH:3]=[C:4]([C:8]3([C:18]4[CH:23]=[CH:22][N:21]=[C:20]([CH:24]([CH3:26])[CH3:25])[CH:19]=4)[C:16]4[C:11](=[CH:12][CH:13]=[CH:14][CH:15]=4)[C:10]([NH2:17])=[N:9]3)[CH:5]=[CH:6][CH:7]=2)=[CH:32][CH:31]=[CH:30][N:29]=1, predict the reactants needed to synthesize it. (2) The reactants are: C([O:5][C:6](=[O:29])[CH2:7][N:8]1[C:16]2[C:11](=[CH:12][C:13]([CH3:17])=[CH:14][CH:15]=2)[C:10]([CH:18]2[C:22]3[CH:23]=[CH:24][CH:25]=[CH:26][C:21]=3[S:20](=[O:28])(=[O:27])[NH:19]2)=[CH:9]1)(C)(C)C.Br[CH2:31][C:32]1[S:33][C:34]2[CH:40]=[CH:39][CH:38]=[CH:37][C:35]=2[N:36]=1. Given the product [S:33]1[C:34]2[CH:40]=[CH:39][CH:38]=[CH:37][C:35]=2[N:36]=[C:32]1[CH2:31][N:19]1[CH:18]([C:10]2[C:11]3[C:16](=[CH:15][CH:14]=[C:13]([CH3:17])[CH:12]=3)[N:8]([CH2:7][C:6]([OH:5])=[O:29])[CH:9]=2)[C:22]2[CH:23]=[CH:24][CH:25]=[CH:26][C:21]=2[S:20]1(=[O:27])=[O:28], predict the reactants needed to synthesize it.